This data is from Forward reaction prediction with 1.9M reactions from USPTO patents (1976-2016). The task is: Predict the product of the given reaction. Given the reactants [CH2:1]([N:8]1[C:17]2[C:12](=[C:13]([Cl:18])[CH:14]=[CH:15][CH:16]=2)[C:11](=[O:19])[C:10]([C:20](OC)=[O:21])=[N:9]1)[C:2]1[CH:7]=[CH:6][CH:5]=[CH:4][CH:3]=1.CC(C[AlH]CC(C)C)C, predict the reaction product. The product is: [CH2:1]([N:8]1[C:17]2[C:12](=[C:13]([Cl:18])[CH:14]=[CH:15][CH:16]=2)[C:11](=[O:19])[C:10]([CH2:20][OH:21])=[N:9]1)[C:2]1[CH:3]=[CH:4][CH:5]=[CH:6][CH:7]=1.